This data is from Full USPTO retrosynthesis dataset with 1.9M reactions from patents (1976-2016). The task is: Predict the reactants needed to synthesize the given product. Given the product [Cl:32][C:25]1[CH:26]=[C:27]([O:30][CH3:31])[CH:28]=[CH:29][C:24]=1/[C:5](/[CH:1]1[CH2:2][CH2:3][CH2:4]1)=[C:6](\[C:34]1[CH:41]=[CH:40][C:37]([CH:38]=[O:39])=[CH:36][CH:35]=1)/[C:7]1[CH:8]=[C:9]2[C:13](=[CH:14][CH:15]=1)[N:12]([CH:16]1[CH2:21][CH2:20][CH2:19][CH2:18][O:17]1)[N:11]=[C:10]2[F:22], predict the reactants needed to synthesize it. The reactants are: [CH:1]1([C:5]#[C:6][C:7]2[CH:8]=[C:9]3[C:13](=[CH:14][CH:15]=2)[N:12]([CH:16]2[CH2:21][CH2:20][CH2:19][CH2:18][O:17]2)[N:11]=[C:10]3[F:22])[CH2:4][CH2:3][CH2:2]1.Br[C:24]1[CH:29]=[CH:28][C:27]([O:30][CH3:31])=[CH:26][C:25]=1[Cl:32].I[C:34]1[CH:41]=[CH:40][C:37]([CH:38]=[O:39])=[CH:36][CH:35]=1.